Regression. Given a peptide amino acid sequence and an MHC pseudo amino acid sequence, predict their binding affinity value. This is MHC class II binding data. From a dataset of Peptide-MHC class II binding affinity with 134,281 pairs from IEDB. (1) The peptide sequence is TATELNNALQNLART. The MHC is DRB3_0202 with pseudo-sequence DRB3_0202. The binding affinity (normalized) is 0.360. (2) The peptide sequence is SGTNNKTMAVCTNAK. The MHC is HLA-DQA10501-DQB10301 with pseudo-sequence HLA-DQA10501-DQB10301. The binding affinity (normalized) is 0.204. (3) The peptide sequence is TSKLDAAYKLAYKTA. The MHC is DRB1_0405 with pseudo-sequence DRB1_0405. The binding affinity (normalized) is 0.351. (4) The peptide sequence is IAEILIIIMRTFRIA. The MHC is DRB1_1101 with pseudo-sequence DRB1_1101. The binding affinity (normalized) is 0.571. (5) The peptide sequence is WKVRLLPVPPTVTVF. The MHC is DRB1_1201 with pseudo-sequence DRB1_1201. The binding affinity (normalized) is 0.743. (6) The peptide sequence is TESHVKISRTIYRGVSP. The MHC is DRB1_0701 with pseudo-sequence DRB1_0701. The binding affinity (normalized) is 0.477. (7) The peptide sequence is VETRDGQVI. The MHC is DRB1_0404 with pseudo-sequence DRB1_0404. The binding affinity (normalized) is 0. (8) The peptide sequence is GELQIVDRIDAAFKI. The MHC is DRB1_0101 with pseudo-sequence DRB1_0101. The binding affinity (normalized) is 0.854. (9) The binding affinity (normalized) is 0.582. The MHC is HLA-DQA10101-DQB10501 with pseudo-sequence HLA-DQA10101-DQB10501. The peptide sequence is AAGVAAWSLIALMIP. (10) The peptide sequence is FKIMLKALSHLSLGL. The MHC is H-2-IAb with pseudo-sequence H-2-IAb. The binding affinity (normalized) is 0.161.